This data is from Catalyst prediction with 721,799 reactions and 888 catalyst types from USPTO. The task is: Predict which catalyst facilitates the given reaction. (1) Reactant: CN(C(ON1N=NC2C=CC=NC1=2)=[N+](C)C)C.F[P-](F)(F)(F)(F)F.[F:25][C:26]1[CH:31]=[CH:30][C:29]([NH:32][C:33]2[C:34]3[C:41]([CH3:42])=[C:40]([C:43](OC)=[O:44])[S:39][C:35]=3[N:36]=[CH:37][N:38]=2)=[C:28]([O:47][CH:48]2[CH2:53][CH2:52][O:51][CH2:50][CH2:49]2)[CH:27]=1.CCN(C(C)C)C(C)C.[CH3:63][O:64][CH2:65][CH2:66][NH2:67]. Product: [F:25][C:26]1[CH:31]=[CH:30][C:29]([NH:32][C:33]2[C:34]3[C:41]([CH3:42])=[C:40]([C:43]([NH:67][CH2:66][CH2:65][O:64][CH3:63])=[O:44])[S:39][C:35]=3[N:36]=[CH:37][N:38]=2)=[C:28]([O:47][CH:48]2[CH2:49][CH2:50][O:51][CH2:52][CH2:53]2)[CH:27]=1. The catalyst class is: 3. (2) Reactant: C[Si](C)(C)[N-][Si](C)(C)C.[Li+].C(OP([CH2:19][C:20]#[N:21])(=O)OCC)C.O=[C:23]1[CH2:27][N:26]([C:28]([O:30][C:31]([CH3:34])([CH3:33])[CH3:32])=[O:29])[C@H:25]([C:35]([O:37][CH3:38])=[O:36])[CH2:24]1. Product: [C:20]([CH:19]=[C:23]1[CH2:27][N:26]([C:28]([O:30][C:31]([CH3:34])([CH3:33])[CH3:32])=[O:29])[C@H:25]([C:35]([O:37][CH3:38])=[O:36])[CH2:24]1)#[N:21]. The catalyst class is: 1.